From a dataset of Reaction yield outcomes from USPTO patents with 853,638 reactions. Predict the reaction yield, written as a fraction of the theoretical maximum amount of product (1.0 means a 100% yield; for example, 0.34 means a 34% yield). The catalyst is C1C=CC(P(C2C=CC=CC=2)[C-]2C=CC=C2)=CC=1.C1C=CC(P(C2C=CC=CC=2)[C-]2C=CC=C2)=CC=1.Cl[Pd]Cl.[Fe+2].O. The yield is 0.740. The reactants are [B:10]1([B:10]2[O:14][C:13]([CH3:16])([CH3:15])[C:12]([CH3:18])([CH3:17])[O:11]2)[O:14][C:13]([CH3:16])([CH3:15])[C:12]([CH3:18])([CH3:17])[O:11]1.C([O-])(=O)C.[K+].CS(C)=O.Br[C:29]1[CH:30]=[C:31]2[C:36]3=[C:37]([CH2:39][CH2:40][N:35]3[C:34](=[O:41])[CH2:33][CH2:32]2)[CH:38]=1. The product is [CH3:16][C:13]1([CH3:15])[C:12]([CH3:17])([CH3:18])[O:11][B:10]([C:29]2[CH:30]=[C:31]3[C:36]4=[C:37]([CH2:39][CH2:40][N:35]4[C:34](=[O:41])[CH2:33][CH2:32]3)[CH:38]=2)[O:14]1.